Dataset: Forward reaction prediction with 1.9M reactions from USPTO patents (1976-2016). Task: Predict the product of the given reaction. Given the reactants [H-].[Al+3].[Li+].[H-].[H-].[H-].[CH3:7][CH:8]([C:10]1[N:11]=[CH:12][S:13][C:14]=1[C:15](OCC)=[O:16])[CH3:9].O.CCOC(C)=O, predict the reaction product. The product is: [CH3:7][CH:8]([C:10]1[N:11]=[CH:12][S:13][C:14]=1[CH2:15][OH:16])[CH3:9].